From a dataset of Catalyst prediction with 721,799 reactions and 888 catalyst types from USPTO. Predict which catalyst facilitates the given reaction. (1) Reactant: [F:1][C:2]1[CH:7]=[CH:6][CH:5]=[CH:4][C:3]=1[C:8]([C:10]1[CH:15]=[CH:14][C:13]([OH:16])=[CH:12][CH:11]=1)=[O:9].[CH2:17](Br)[C:18]1[CH:23]=[CH:22][CH:21]=[CH:20][CH:19]=1.C(=O)([O-])[O-].[K+].[K+].CCOC(C)=O. Product: [CH2:17]([O:16][C:13]1[CH:12]=[CH:11][C:10]([C:8]([C:3]2[CH:4]=[CH:5][CH:6]=[CH:7][C:2]=2[F:1])=[O:9])=[CH:15][CH:14]=1)[C:18]1[CH:23]=[CH:22][CH:21]=[CH:20][CH:19]=1. The catalyst class is: 47. (2) Reactant: C([O:8][C:9]1[C:14](=[O:15])[C:13]([CH:16]([OH:21])[C:17]([F:20])([F:19])[F:18])=[CH:12][NH:11][C:10]=1[CH3:22])C1C=CC=CC=1. Product: [OH:8][C:9]1[C:14](=[O:15])[C:13]([CH:16]([OH:21])[C:17]([F:20])([F:18])[F:19])=[CH:12][NH:11][C:10]=1[CH3:22]. The catalyst class is: 19. (3) Reactant: [CH:1]([NH2:4])([CH3:3])[CH3:2].[CH:5](=O)[C:6]1[C:7](=[CH:9][CH:10]=[CH:11][CH:12]=1)[OH:8].CC(O)=O.C(O[BH-](OC(=O)C)OC(=O)C)(=O)C.[Na+]. Product: [CH:1]([NH:4][CH2:5][C:6]1[CH:12]=[CH:11][CH:10]=[CH:9][C:7]=1[OH:8])([CH3:3])[CH3:2]. The catalyst class is: 26. (4) Reactant: [C:1]([NH:4][C:5]1[CH:10]=[C:9]([N:11]2[CH:15]=[C:14]([C:16](O)=[O:17])[C:13]([I:19])=[N:12]2)[C:8]([CH3:20])=[CH:7][N:6]=1)(=[O:3])[CH3:2].C[N:22](C(ON1N=NC2C=CC=CC1=2)=[N+](C)C)C.[B-](F)(F)(F)F.CCN(C(C)C)C(C)C.N. The catalyst class is: 2. Product: [C:1]([NH:4][C:5]1[CH:10]=[C:9]([N:11]2[CH:15]=[C:14]([C:16]([NH2:22])=[O:17])[C:13]([I:19])=[N:12]2)[C:8]([CH3:20])=[CH:7][N:6]=1)(=[O:3])[CH3:2]. (5) Reactant: [CH3:1][C:2]1[S:3][CH:4]=[C:5]([C:7]#[N:8])[N:6]=1.[Br:9]N1C(=O)CCC1=O.C(OOC(=O)C1C=CC=CC=1)(=O)C1C=CC=CC=1. Product: [Br:9][CH2:1][C:2]1[S:3][CH:4]=[C:5]([C:7]#[N:8])[N:6]=1. The catalyst class is: 53. (6) Reactant: [Br:1][C:2]1[CH:19]=[CH:18][CH:17]=[CH:16][C:3]=1[O:4][C:5]1[CH:6]=[C:7]([CH:10]=[CH:11][C:12]=1[N+:13]([O-])=O)[C:8]#[N:9].O.O.[Sn](Cl)Cl. Product: [NH2:13][C:12]1[CH:11]=[CH:10][C:7]([C:8]#[N:9])=[CH:6][C:5]=1[O:4][C:3]1[CH:16]=[CH:17][CH:18]=[CH:19][C:2]=1[Br:1]. The catalyst class is: 5.